Dataset: Forward reaction prediction with 1.9M reactions from USPTO patents (1976-2016). Task: Predict the product of the given reaction. (1) Given the reactants [CH3:1][O:2][C:3]1[CH:4]=[C:5]([CH2:11][C:12]([OH:14])=O)[CH:6]=[CH:7][C:8]=1[O:9][CH3:10].[NH2:15][CH2:16][CH2:17][OH:18], predict the reaction product. The product is: [CH3:1][O:2][C:3]1[CH:4]=[C:5]([CH2:11][C:12]([NH:15][CH2:16][CH2:17][OH:18])=[O:14])[CH:6]=[CH:7][C:8]=1[O:9][CH3:10]. (2) Given the reactants Cl[C:2]1[N:7]=[C:6]([C:8]2[CH:13]=[C:12]([Cl:14])[CH:11]=[CH:10][C:9]=2[O:15][CH3:16])[N:5]=[C:4]([NH2:17])[CH:3]=1.[Br:18][C:19]1[CH:25]=[CH:24][C:22]([NH2:23])=[CH:21][CH:20]=1.CO.C(=O)([O-])[O-].[Na+].[Na+], predict the reaction product. The product is: [Br:18][C:19]1[CH:25]=[CH:24][C:22]([NH:23][C:2]2[CH:3]=[C:4]([NH2:17])[N:5]=[C:6]([C:8]3[CH:13]=[C:12]([Cl:14])[CH:11]=[CH:10][C:9]=3[O:15][CH3:16])[N:7]=2)=[CH:21][CH:20]=1. (3) The product is: [NH2:1][C:2]1[C:7]([C:8]#[N:9])=[C:6]([S:10][CH3:11])[C:5]([C:12]#[N:13])=[C:4]([S:14][CH2:21][C:22]2[N:23]=[C:24]([C:27]3[CH:32]=[CH:31][C:30]([Cl:33])=[CH:29][CH:28]=3)[S:25][CH:26]=2)[N:3]=1. Given the reactants [NH2:1][C:2]1[C:7]([C:8]#[N:9])=[C:6]([S:10][CH3:11])[C:5]([C:12]#[N:13])=[C:4]([SH:14])[N:3]=1.C(=O)(O)[O-].[Na+].Cl[CH2:21][C:22]1[N:23]=[C:24]([C:27]2[CH:32]=[CH:31][C:30]([Cl:33])=[CH:29][CH:28]=2)[S:25][CH:26]=1, predict the reaction product. (4) Given the reactants [I:1][C:2]1[CH:7]=[CH:6][C:5]([CH2:8][C:9]2[C:10](=[O:17])[NH:11][NH:12][C:13]=2[CH:14]([CH3:16])[CH3:15])=[CH:4][CH:3]=1.[CH3:18][C:19]([O:21][CH2:22][C@H:23]1[O:28][C@H:27](Br)[C@H:26]([O:30][C:31]([CH3:33])=[O:32])[C@@H:25]([O:34][C:35]([CH3:37])=[O:36])[C@H:24]1[O:38][C:39]([CH3:41])=[O:40])=[O:20].CC(OC[C@H]1O[C@H](Br)[C@H](OC(C)=O)[C@@H](OC(C)=O)[C@@H]1OC(C)=O)=O, predict the reaction product. The product is: [C:31]([O:30][C@@H:26]1[C@@H:25]([O:34][C:35](=[O:36])[CH3:37])[C@@H:24]([O:38][C:39](=[O:40])[CH3:41])[C@@H:23]([CH2:22][O:21][C:19](=[O:20])[CH3:18])[O:28][C@H:27]1[O:17][C:10]1[C:9]([CH2:8][C:5]2[CH:6]=[CH:7][C:2]([I:1])=[CH:3][CH:4]=2)=[C:13]([CH:14]([CH3:15])[CH3:16])[NH:12][N:11]=1)(=[O:32])[CH3:33]. (5) Given the reactants [Cl:1][C:2]1[CH:7]=[CH:6][CH:5]=[C:4]([Cl:8])[C:3]=1[CH2:9][S:10]([C:13]1[CH:14]=[C:15]2[C:19](=[CH:20][CH:21]=1)[NH:18][C:17](=[O:22])/[C:16]/2=[CH:23]\[C:24]1[NH:28][C:27]([CH3:29])=[C:26]([C:30](O)=[O:31])[C:25]=1[CH3:33])(=[O:12])=[O:11].[CH:34]1([NH2:37])[CH2:36][CH2:35]1, predict the reaction product. The product is: [CH:34]1([NH:37][C:30]([C:26]2[C:25]([CH3:33])=[C:24](/[CH:23]=[C:16]3\[C:17](=[O:22])[NH:18][C:19]4[C:15]\3=[CH:14][C:13]([S:10]([CH2:9][C:3]3[C:4]([Cl:8])=[CH:5][CH:6]=[CH:7][C:2]=3[Cl:1])(=[O:11])=[O:12])=[CH:21][CH:20]=4)[NH:28][C:27]=2[CH3:29])=[O:31])[CH2:36][CH2:35]1. (6) Given the reactants Cl[C:2]1[N:3]=[C:4]([NH:11][C@@H:12]2[CH2:16][CH2:15][N:14]([C:17]([O:19][C:20]([CH3:23])([CH3:22])[CH3:21])=[O:18])[CH2:13]2)[C:5]2[S:10][CH:9]=[CH:8][C:6]=2[N:7]=1.Cl.[CH3:25][C:26]1[CH:30]=[C:29]([NH2:31])[S:28][N:27]=1.C1(P(C2C=CC=CC=2)C2C=CC3C(=CC=CC=3)C=2C2C3C(=CC=CC=3)C=CC=2P(C2C=CC=CC=2)C2C=CC=CC=2)C=CC=CC=1.C(=O)([O-])[O-].[Cs+].[Cs+], predict the reaction product. The product is: [CH3:25][C:26]1[CH:30]=[C:29]([NH:31][C:2]2[N:3]=[C:4]([NH:11][C@@H:12]3[CH2:16][CH2:15][N:14]([C:17]([O:19][C:20]([CH3:23])([CH3:22])[CH3:21])=[O:18])[CH2:13]3)[C:5]3[S:10][CH:9]=[CH:8][C:6]=3[N:7]=2)[S:28][N:27]=1.